Dataset: Full USPTO retrosynthesis dataset with 1.9M reactions from patents (1976-2016). Task: Predict the reactants needed to synthesize the given product. Given the product [N:23]1[CH:24]=[CH:25][CH:26]=[C:21]([CH2:20][NH:19][C:17]([NH:16][CH2:15][CH2:14][CH2:13][CH2:12][CH2:11][CH2:10][CH:3]2[C:4]3[C:9](=[CH:8][CH:7]=[CH:6][CH:5]=3)[N:1]([CH:36]3[CH2:35][N:34]([C:32]([O:31][C:27]([CH3:30])([CH3:29])[CH3:28])=[O:33])[CH2:37]3)[CH2:2]2)=[O:18])[CH:22]=1, predict the reactants needed to synthesize it. The reactants are: [NH:1]1[C:9]2[C:4](=[CH:5][CH:6]=[CH:7][CH:8]=2)[CH:3]([CH2:10][CH2:11][CH2:12][CH2:13][CH2:14][CH2:15][NH:16][C:17]([NH:19][CH2:20][C:21]2[CH:22]=[N:23][CH:24]=[CH:25][CH:26]=2)=[O:18])[CH2:2]1.[C:27]([O:31][C:32]([N:34]1[CH2:37][C:36](=O)[CH2:35]1)=[O:33])([CH3:30])([CH3:29])[CH3:28].[BH-](OC(C)=O)(OC(C)=O)OC(C)=O.[Na+].CC(O)=O.